The task is: Predict the reaction yield, written as a fraction of the theoretical maximum amount of product (1.0 means a 100% yield; for example, 0.34 means a 34% yield).. This data is from Reaction yield outcomes from USPTO patents with 853,638 reactions. (1) The reactants are [C:1]1([CH3:11])[CH:6]=[CH:5][C:4]([S:7](Cl)(=[O:9])=[O:8])=[CH:3][CH:2]=1.[C:12]([O:16][C:17]([N:19]1[CH2:24][CH2:23][C@H:22]([OH:25])[C@H:21]([F:26])[CH2:20]1)=[O:18])([CH3:15])([CH3:14])[CH3:13]. The catalyst is N1C=CC=CC=1.C(OCC)(=O)C. The product is [C:12]([O:16][C:17]([N:19]1[CH2:24][CH2:23][C@H:22]([O:25][S:7]([C:4]2[CH:5]=[CH:6][C:1]([CH3:11])=[CH:2][CH:3]=2)(=[O:9])=[O:8])[C@H:21]([F:26])[CH2:20]1)=[O:18])([CH3:15])([CH3:13])[CH3:14]. The yield is 0.700. (2) The reactants are Cl[C:2]1[CH:7]=[C:6]([N:8]2[CH2:12][CH2:11][CH2:10][CH2:9]2)[N:5]=[C:4]([N:13]2[CH2:17][CH2:16][CH2:15][CH2:14]2)[N:3]=1.[N+:18]([C:21]1[CH:26]=[CH:25][C:24]([N:27]2[CH2:32][CH2:31][NH:30][CH2:29][CH2:28]2)=[CH:23][CH:22]=1)([O-:20])=[O:19].N1C=CC=CC=1. The catalyst is O. The product is [N+:18]([C:21]1[CH:22]=[CH:23][C:24]([N:27]2[CH2:32][CH2:31][N:30]([C:2]3[CH:7]=[C:6]([N:8]4[CH2:12][CH2:11][CH2:10][CH2:9]4)[N:5]=[C:4]([N:13]4[CH2:17][CH2:16][CH2:15][CH2:14]4)[N:3]=3)[CH2:29][CH2:28]2)=[CH:25][CH:26]=1)([O-:20])=[O:19]. The yield is 0.490.